From a dataset of NCI-60 drug combinations with 297,098 pairs across 59 cell lines. Regression. Given two drug SMILES strings and cell line genomic features, predict the synergy score measuring deviation from expected non-interaction effect. (1) Drug 1: CCC1=CC2CC(C3=C(CN(C2)C1)C4=CC=CC=C4N3)(C5=C(C=C6C(=C5)C78CCN9C7C(C=CC9)(C(C(C8N6C)(C(=O)OC)O)OC(=O)C)CC)OC)C(=O)OC.C(C(C(=O)O)O)(C(=O)O)O. Drug 2: C1C(C(OC1N2C=NC3=C(N=C(N=C32)Cl)N)CO)O. Cell line: CCRF-CEM. Synergy scores: CSS=77.3, Synergy_ZIP=0.339, Synergy_Bliss=1.84, Synergy_Loewe=1.04, Synergy_HSA=3.77. (2) Drug 1: CC(C1=C(C=CC(=C1Cl)F)Cl)OC2=C(N=CC(=C2)C3=CN(N=C3)C4CCNCC4)N. Drug 2: C1CCN(CC1)CCOC2=CC=C(C=C2)C(=O)C3=C(SC4=C3C=CC(=C4)O)C5=CC=C(C=C5)O. Cell line: HL-60(TB). Synergy scores: CSS=14.8, Synergy_ZIP=5.73, Synergy_Bliss=11.6, Synergy_Loewe=-7.50, Synergy_HSA=3.99. (3) Drug 1: C1CCC(CC1)NC(=O)N(CCCl)N=O. Drug 2: CC(C)NC(=O)C1=CC=C(C=C1)CNNC.Cl. Cell line: OVCAR-5. Synergy scores: CSS=15.4, Synergy_ZIP=-1.71, Synergy_Bliss=-1.79, Synergy_Loewe=-5.07, Synergy_HSA=-3.36.